From a dataset of Full USPTO retrosynthesis dataset with 1.9M reactions from patents (1976-2016). Predict the reactants needed to synthesize the given product. Given the product [CH:1]1([C:5]2[C:13]([C:14]3[NH:18][CH:17]=[N:16][N:15]=3)=[CH:12][C:8]([C:9]([N:21]3[CH2:26][CH2:25][CH:24]([C:27]4[CH:34]=[CH:33][C:30]([C:31]#[N:32])=[CH:29][CH:28]=4)[CH2:23][CH2:22]3)=[O:11])=[C:7]([CH3:19])[CH:6]=2)[CH2:2][CH2:3][CH2:4]1, predict the reactants needed to synthesize it. The reactants are: [CH:1]1([C:5]2[C:13]([C:14]3[NH:18][CH:17]=[N:16][N:15]=3)=[CH:12][C:8]([C:9]([OH:11])=O)=[C:7]([CH3:19])[CH:6]=2)[CH2:4][CH2:3][CH2:2]1.Cl.[NH:21]1[CH2:26][CH2:25][CH:24]([C:27]2[CH:34]=[CH:33][C:30]([C:31]#[N:32])=[CH:29][CH:28]=2)[CH2:23][CH2:22]1.O.ON1C2C=CC=CC=2N=N1.Cl.C(N=C=NCCCN(C)C)C.CCN(C(C)C)C(C)C.